Dataset: Full USPTO retrosynthesis dataset with 1.9M reactions from patents (1976-2016). Task: Predict the reactants needed to synthesize the given product. (1) The reactants are: [C:1]([C:3]1[CH:8]=[CH:7][CH:6]=[CH:5][C:4]=1[S:9]([Cl:12])(=[O:11])=[O:10])#[N:2].[NH:13]1[CH2:19][CH2:18][CH2:17][CH2:16][CH2:15][CH2:14]1.Cl.NCC1C=CC=CC=1S(N(C(C)(C)C)C)(=O)=O. Given the product [ClH:12].[N:13]1([S:9]([C:4]2[CH:5]=[CH:6][CH:7]=[CH:8][C:3]=2[CH2:1][NH2:2])(=[O:11])=[O:10])[CH2:19][CH2:18][CH2:17][CH2:16][CH2:15][CH2:14]1, predict the reactants needed to synthesize it. (2) Given the product [ClH:26].[ClH:40].[NH2:1][C:2]1[N:7]=[C:6]([NH:8][C:9]2[CH:24]=[CH:23][C:12]([C:13]([NH:15][C:16]3[CH:21]=[CH:20][C:19]([NH:22][C:27]4[C:36]5[C:31](=[CH:32][CH:33]=[C:34]([N+:37]([O-:39])=[O:38])[CH:35]=5)[N:30]=[CH:29][CH:28]=4)=[CH:18][CH:17]=3)=[O:14])=[CH:11][CH:10]=2)[CH:5]=[C:4]([CH3:25])[N:3]=1, predict the reactants needed to synthesize it. The reactants are: [NH2:1][C:2]1[N:7]=[C:6]([NH:8][C:9]2[CH:24]=[CH:23][C:12]([C:13]([NH:15][C:16]3[CH:21]=[CH:20][C:19]([NH2:22])=[CH:18][CH:17]=3)=[O:14])=[CH:11][CH:10]=2)[CH:5]=[C:4]([CH3:25])[N:3]=1.[Cl:26][C:27]1[C:36]2[C:31](=[CH:32][CH:33]=[C:34]([N+:37]([O-:39])=[O:38])[CH:35]=2)[N:30]=[CH:29][CH:28]=1.[ClH:40].CO.CCOC(C)=O.